Dataset: Catalyst prediction with 721,799 reactions and 888 catalyst types from USPTO. Task: Predict which catalyst facilitates the given reaction. (1) Product: [C:51]([C:48]1[S:47][C:46]([C:44]([NH:43][C@@H:39]([CH2:38][C:35]2[CH:34]=[CH:33][C:32]([C:29]3[N:28]=[CH:27][C:26]([C:17]4[CH:18]=[CH:19][C:14]([C:11]5[CH:12]=[CH:13][C:8]([C:7]([F:24])([F:23])[F:6])=[CH:9][CH:10]=5)=[CH:15][CH:16]=4)=[CH:31][N:30]=3)=[CH:37][CH:36]=2)[C:40]([OH:42])=[O:41])=[O:45])=[CH:50][CH:49]=1)([CH3:54])([CH3:52])[CH3:53]. The catalyst class is: 127. Reactant: C([O-])(O)=O.[Na+].[F:6][C:7]([F:24])([F:23])[C:8]1[CH:13]=[CH:12][C:11]([C:14]2[CH:19]=[CH:18][C:17](B(O)O)=[CH:16][CH:15]=2)=[CH:10][CH:9]=1.Br[C:26]1[CH:27]=[N:28][C:29]([C:32]2[CH:37]=[CH:36][C:35]([CH2:38][C@H:39]([NH:43][C:44]([C:46]3[S:47][C:48]([C:51]([CH3:54])([CH3:53])[CH3:52])=[CH:49][CH:50]=3)=[O:45])[C:40]([OH:42])=[O:41])=[CH:34][CH:33]=2)=[N:30][CH:31]=1.Cl. (2) Reactant: ClC(OC(Cl)(Cl)Cl)=[O:3].[CH2:9]([O:11][C:12](=[O:30])[C:13]1[CH:18]=[C:17]([F:19])[CH:16]=[N:15][C:14]=1[NH:20][CH2:21][C:22]1[CH:27]=[CH:26][C:25]([O:28][CH3:29])=[CH:24][CH:23]=1)C. Product: [F:19][C:17]1[CH:16]=[N:15][C:14]2[N:20]([CH2:21][C:22]3[CH:27]=[CH:26][C:25]([O:28][CH3:29])=[CH:24][CH:23]=3)[C:9](=[O:3])[O:11][C:12](=[O:30])[C:13]=2[CH:18]=1. The catalyst class is: 12. (3) Reactant: [F:1][CH:2]([F:18])[C:3]1[C:4]2[C@H:14]3[CH2:15][C@H:13]3[C:12]([F:17])([F:16])[C:5]=2[N:6]([CH2:8][C:9](O)=[O:10])[N:7]=1.[NH2:19][C@H:20]([C:30]1[N:35]=[C:34]([N:36]2[CH2:39][C:38]([CH3:41])([OH:40])[CH2:37]2)[CH:33]=[CH:32][C:31]=1[Br:42])[CH2:21][C:22]1[CH:27]=[C:26]([F:28])[CH:25]=[C:24]([F:29])[CH:23]=1.CN(C(ON1N=NC2C=CC=NC1=2)=[N+](C)C)C.F[P-](F)(F)(F)(F)F.C(N(CC)C(C)C)(C)C. The catalyst class is: 3. Product: [Br:42][C:31]1[C:30]([C@@H:20]([NH:19][C:9](=[O:10])[CH2:8][N:6]2[C:5]3[C:12]([F:17])([F:16])[C@@H:13]4[CH2:15][C@@H:14]4[C:4]=3[C:3]([CH:2]([F:18])[F:1])=[N:7]2)[CH2:21][C:22]2[CH:27]=[C:26]([F:28])[CH:25]=[C:24]([F:29])[CH:23]=2)=[N:35][C:34]([N:36]2[CH2:39][C:38]([OH:40])([CH3:41])[CH2:37]2)=[CH:33][CH:32]=1. (4) Reactant: [C:1]([O:5][C:6]([NH:8][C:9]1[CH:14]=[CH:13][CH:12]=[CH:11][C:10]=1[NH:15][C:16](=[O:29])[C:17]1[CH:22]=[CH:21][C:20]([C:23]2[CH:24]=[N:25][CH:26]=[CH:27][CH:28]=2)=[CH:19][CH:18]=1)=[O:7])([CH3:4])([CH3:3])[CH3:2]. Product: [C:1]([O:5][C:6]([NH:8][C:9]1[CH:14]=[CH:13][CH:12]=[CH:11][C:10]=1[NH:15][C:16](=[O:29])[C:17]1[CH:18]=[CH:19][C:20]([CH:23]2[CH2:28][CH2:27][CH2:26][NH:25][CH2:24]2)=[CH:21][CH:22]=1)=[O:7])([CH3:4])([CH3:2])[CH3:3]. The catalyst class is: 856. (5) Reactant: Br[C:2]1[N:6]([CH3:7])[N:5]=[C:4]([NH2:8])[CH:3]=1.[F:9][C:10]1[CH:15]=[CH:14][CH:13]=[C:12]([F:16])[C:11]=1[C:17]1[NH:18][C:19]2[C:24]([CH:25]=1)=[CH:23][C:22](B1OC(C)(C)C(C)(C)O1)=[CH:21][CH:20]=2.C([O-])([O-])=O.[K+].[K+]. Product: [F:16][C:12]1[CH:13]=[CH:14][CH:15]=[C:10]([F:9])[C:11]=1[C:17]1[NH:18][C:19]2[C:24]([CH:25]=1)=[CH:23][C:22]([C:2]1[N:6]([CH3:7])[N:5]=[C:4]([NH2:8])[CH:3]=1)=[CH:21][CH:20]=2. The catalyst class is: 75. (6) Reactant: Cl.[F:2][C:3]1[CH:8]=[CH:7][C:6]([CH:9]([C:17]2[CH:22]=[CH:21][C:20]([F:23])=[CH:19][CH:18]=2)[CH:10]2[C:15](=[O:16])[CH2:14][CH2:13][NH:12][CH2:11]2)=[CH:5][CH:4]=1.Cl[CH2:25][C:26]1[CH:31]=[C:30]([N+:32]([O-:34])=[O:33])[CH:29]=[CH:28][C:27]=1[OH:35].C(=O)([O-])[O-].[K+].[K+]. Product: [F:2][C:3]1[CH:8]=[CH:7][C:6]([CH:9]([C:17]2[CH:18]=[CH:19][C:20]([F:23])=[CH:21][CH:22]=2)[CH:10]2[C:15](=[O:16])[CH2:14][CH2:13][N:12]([CH2:25][C:26]3[CH:31]=[C:30]([N+:32]([O-:34])=[O:33])[CH:29]=[CH:28][C:27]=3[OH:35])[CH2:11]2)=[CH:5][CH:4]=1. The catalyst class is: 9.